This data is from Reaction yield outcomes from USPTO patents with 853,638 reactions. The task is: Predict the reaction yield, written as a fraction of the theoretical maximum amount of product (1.0 means a 100% yield; for example, 0.34 means a 34% yield). (1) The reactants are C([O:3][C:4]([C:6]1[N:7]([C:29]2[CH:34]=[CH:33][C:32]([O:35][CH:36]3[CH2:40][CH2:39][CH2:38][CH2:37]3)=[CH:31][CH:30]=2)[C:8]2[C:13]([C:14]=1[CH2:15][CH2:16][C:17]#[N:18])=[CH:12][C:11]([C:19]1[CH:24]=[CH:23][C:22]([C:25]([F:28])([F:27])[F:26])=[CH:21][CH:20]=1)=[CH:10][CH:9]=2)=[O:5])C.[OH-].[Na+].Cl. The catalyst is CC#N. The product is [C:17]([CH2:16][CH2:15][C:14]1[C:13]2[C:8](=[CH:9][CH:10]=[C:11]([C:19]3[CH:20]=[CH:21][C:22]([C:25]([F:28])([F:27])[F:26])=[CH:23][CH:24]=3)[CH:12]=2)[N:7]([C:29]2[CH:34]=[CH:33][C:32]([O:35][CH:36]3[CH2:40][CH2:39][CH2:38][CH2:37]3)=[CH:31][CH:30]=2)[C:6]=1[C:4]([OH:5])=[O:3])#[N:18]. The yield is 0.930. (2) The reactants are C(OP([CH2:9][C:10]([O:12][CH2:13][CH3:14])=[O:11])(OCC)=O)C.[H-].[Na+].[C:17]([C:21]1[CH:25]=[C:24]([CH:26]=O)[N:23]([CH2:28][C:29]2[CH:34]=[CH:33][C:32]([C:35]([F:38])([F:37])[F:36])=[CH:31][C:30]=2[Cl:39])[N:22]=1)([CH3:20])([CH3:19])[CH3:18].[Cl-].[NH4+]. The catalyst is CN(C)C=O.O1CCCC1. The product is [C:17]([C:21]1[CH:25]=[C:24](/[CH:26]=[CH:9]/[C:10]([O:12][CH2:13][CH3:14])=[O:11])[N:23]([CH2:28][C:29]2[CH:34]=[CH:33][C:32]([C:35]([F:38])([F:37])[F:36])=[CH:31][C:30]=2[Cl:39])[N:22]=1)([CH3:20])([CH3:18])[CH3:19]. The yield is 1.00. (3) The reactants are [NH2:1][C@H:2]1[CH2:7][CH2:6][C@H:5]([OH:8])[CH2:4][CH2:3]1.[C:9]1(=O)[O:13][CH2:12][CH2:11][CH2:10]1. The catalyst is O. The product is [OH:8][C@H:5]1[CH2:6][CH2:7][C@H:2]([N:1]2[CH2:9][CH2:10][CH2:11][C:12]2=[O:13])[CH2:3][CH2:4]1. The yield is 0.430. (4) The reactants are [CH:1]12[NH:8][CH:5]([CH2:6][CH2:7]1)[CH2:4][CH:3]([NH:9][C:10]([N:12]1[CH2:16][CH2:15][C@@H:14]([NH:17][C:18]3[CH:23]=[CH:22][C:21]([C:24]#[N:25])=[CH:20][N:19]=3)[CH2:13]1)=[O:11])[CH2:2]2.CCN(C(C)C)C(C)C.[CH3:35][S:36](Cl)(=[O:38])=[O:37]. The catalyst is C(Cl)Cl.CC(O)=O.CO. The product is [C:24]([C:21]1[CH:22]=[CH:23][C:18]([NH:17][C@@H:14]2[CH2:15][CH2:16][N:12]([C:10]([NH:9][CH:3]3[CH2:4][CH:5]4[N:8]([S:36]([CH3:35])(=[O:38])=[O:37])[CH:1]([CH2:7][CH2:6]4)[CH2:2]3)=[O:11])[CH2:13]2)=[N:19][CH:20]=1)#[N:25]. The yield is 0.580.